This data is from Acute oral toxicity (LD50) regression data from Zhu et al.. The task is: Regression/Classification. Given a drug SMILES string, predict its toxicity properties. Task type varies by dataset: regression for continuous values (e.g., LD50, hERG inhibition percentage) or binary classification for toxic/non-toxic outcomes (e.g., AMES mutagenicity, cardiotoxicity, hepatotoxicity). Dataset: ld50_zhu. (1) The compound is COc1ccc(C(=O)c2ccccc2)c(O)c1. The rat oral LD50 is 1.49, given as -log10 of the dose in mol/kg body weight (higher means more acutely toxic). (2) The compound is O=C(Cl)Oc1ccccc1. The rat oral LD50 is 1.95, given as -log10 of the dose in mol/kg body weight (higher means more acutely toxic). (3) The molecule is O=C(O)C(Cl)(Cl)Cl. The rat oral LD50 is 2.61, given as -log10 of the dose in mol/kg body weight (higher means more acutely toxic). (4) The drug is COC(=O)OC. The rat oral LD50 is 0.841, given as -log10 of the dose in mol/kg body weight (higher means more acutely toxic). (5) The compound is CC(=O)OCCC(C)C. The rat oral LD50 is 0.894, given as -log10 of the dose in mol/kg body weight (higher means more acutely toxic). (6) The drug is COc1cc(C)c2[nH]c(C)c(CCN3CC4CCC(CC4)C3)c2c1. The rat oral LD50 is 2.62, given as -log10 of the dose in mol/kg body weight (higher means more acutely toxic).